From a dataset of Reaction yield outcomes from USPTO patents with 853,638 reactions. Predict the reaction yield, written as a fraction of the theoretical maximum amount of product (1.0 means a 100% yield; for example, 0.34 means a 34% yield). The product is [CH3:1][S:2]([O:5][CH2:6][C@H:7]([CH2:13][C:14]1[CH:19]=[CH:18][C:17]2[O:20][CH2:21][O:22][C:16]=2[CH:15]=1)[C:8]([OH:10])=[O:9])(=[O:3])=[O:4]. The reactants are [CH3:1][S:2]([O:5][CH2:6][C@H:7]([CH2:13][C:14]1[CH:19]=[CH:18][C:17]2[O:20][CH2:21][O:22][C:16]=2[CH:15]=1)[C:8]([O:10]CC)=[O:9])(=[O:4])=[O:3].S(=O)(=O)(O)O. The yield is 0.500. The catalyst is C(O)(=O)C.